From a dataset of Full USPTO retrosynthesis dataset with 1.9M reactions from patents (1976-2016). Predict the reactants needed to synthesize the given product. (1) The reactants are: [Br:1][C:2]1[CH:7]=[CH:6][C:5]([NH:8][C:9]([CH:11]2[CH2:14][C:13](=[O:15])[CH2:12]2)=O)=[C:4]([NH:16][CH3:17])[CH:3]=1.CC(O)=O. Given the product [Br:1][C:2]1[CH:7]=[CH:6][C:5]2[N:8]=[C:9]([CH:11]3[CH2:14][C:13](=[O:15])[CH2:12]3)[N:16]([CH3:17])[C:4]=2[CH:3]=1, predict the reactants needed to synthesize it. (2) The reactants are: [N+:1]([C:4]1[CH:5]=[CH:6][C:7]([N:10]2[CH2:15][CH2:14][O:13][CH2:12][CH2:11]2)=[N:8][CH:9]=1)([O-:3])=[O:2].[Mn]([O-])(=O)(=O)=[O:17].[K+].[O-]S([O-])=O.[Na+].[Na+]. Given the product [N+:1]([C:4]1[CH:5]=[CH:6][C:7]([N:10]2[CH2:11][CH2:12][O:13][CH2:14][C:15]2=[O:17])=[N:8][CH:9]=1)([O-:3])=[O:2], predict the reactants needed to synthesize it.